This data is from Reaction yield outcomes from USPTO patents with 853,638 reactions. The task is: Predict the reaction yield, written as a fraction of the theoretical maximum amount of product (1.0 means a 100% yield; for example, 0.34 means a 34% yield). (1) The reactants are N[C:2]1[CH:3]=[C:4]2[C:8](=[CH:9][CH:10]=1)[NH:7][N:6]=[CH:5]2.Cl.N([O-])=O.[Na+].[I-:16].[K+]. The catalyst is O. The product is [I:16][C:2]1[CH:3]=[C:4]2[C:8](=[CH:9][CH:10]=1)[NH:7][N:6]=[CH:5]2. The yield is 1.06. (2) The product is [CH3:1][N:2]1[CH2:7][CH2:6][N:5]([C:8]([O:10][C@@H:11]2[N:20]([C:21]3[CH:26]=[CH:25][C:24]([Cl:27])=[CH:23][N:22]=3)[C:18](=[O:19])[C:17]3[C:12]2=[N:13][CH:14]=[CH:15][N:16]=3)=[O:9])[CH2:4][CH2:3]1. The catalyst is CCOC(C)=O. The yield is 0.862. The reactants are [CH3:1][N:2]1[CH2:7][CH2:6][N:5]([C:8]([O:10][C@@H:11]2[N:20]([C:21]3[CH:26]=[CH:25][C:24]([Cl:27])=[CH:23][N:22]=3)[C:18](=[O:19])[C:17]3[C:12]2=[N:13][CH:14]=[CH:15][N:16]=3)=[O:9])[CH2:4][CH2:3]1.C([O-])(=O)[C@@H](CC([O-])=O)O.O.C([O-])([O-])=O.[K+].[K+]. (3) The reactants are [Br:1][C:2]1[C:3]([CH3:20])=[N:4][N:5]([CH2:14]C(OCC)=O)[C:6]=1[C:7]1[CH:12]=[CH:11][C:10]([F:13])=[CH:9][CH:8]=1.[CH3:21][Mg+].[Br-].C([O:27][CH2:28][CH3:29])(=O)C.Cl. The catalyst is O1CCCC1. The product is [Br:1][C:2]1[C:3]([CH3:20])=[N:4][N:5]([CH2:14][C:28]([CH3:29])([OH:27])[CH3:21])[C:6]=1[C:7]1[CH:12]=[CH:11][C:10]([F:13])=[CH:9][CH:8]=1. The yield is 0.520. (4) The reactants are Br[C:2]1[CH:7]=[C:6]([C:8]2[N:9]=[C:10]([NH:13][C:14]3[CH:19]=[CH:18][CH:17]=[C:16]([CH3:20])[CH:15]=3)[S:11][CH:12]=2)[CH:5]=[CH:4][N:3]=1.C[Si]([C:25]#[CH:26])(C)C.CCCC[N+](CCCC)(CCCC)CCCC.[F-]. The catalyst is CCN(CC)CC.CN(C=O)C.O.Cl[Pd](Cl)([P](C1C=CC=CC=1)(C1C=CC=CC=1)C1C=CC=CC=1)[P](C1C=CC=CC=1)(C1C=CC=CC=1)C1C=CC=CC=1.[Cu]I. The product is [C:25]([C:2]1[CH:7]=[C:6]([C:8]2[N:9]=[C:10]([NH:13][C:14]3[CH:19]=[CH:18][CH:17]=[C:16]([CH3:20])[CH:15]=3)[S:11][CH:12]=2)[CH:5]=[CH:4][N:3]=1)#[CH:26]. The yield is 0.620.